This data is from Catalyst prediction with 721,799 reactions and 888 catalyst types from USPTO. The task is: Predict which catalyst facilitates the given reaction. (1) Reactant: [Br:1][C:2]1[CH:7]=[CH:6][C:5]([OH:8])=[CH:4][CH:3]=1.[H-].[Na+].F[C:12]1[CH:17]=[CH:16][CH:15]=[CH:14][N:13]=1.Cl. Product: [Br:1][C:2]1[CH:7]=[CH:6][C:5]([O:8][C:12]2[CH:17]=[CH:16][CH:15]=[CH:14][N:13]=2)=[CH:4][CH:3]=1. The catalyst class is: 3. (2) Reactant: [CH2:1]([O:8][C:9](=[O:13])[CH2:10][CH2:11][OH:12])[C:2]1[CH:7]=[CH:6][CH:5]=[CH:4][CH:3]=1.N1C=CC=CC=1.[S:20](O[S:20]([C:23]([F:26])([F:25])[F:24])(=[O:22])=[O:21])([C:23]([F:26])([F:25])[F:24])(=[O:22])=[O:21]. Product: [CH2:1]([O:8][C:9](=[O:13])[CH2:10][CH2:11][O:12][S:20]([C:23]([F:26])([F:25])[F:24])(=[O:22])=[O:21])[C:2]1[CH:7]=[CH:6][CH:5]=[CH:4][CH:3]=1. The catalyst class is: 2. (3) Reactant: [F:1][C:2]([F:17])([F:16])[C:3]1[CH:8]=[CH:7][C:6]([C:9]2[CH:14]=[CH:13][CH:12]=[C:11]([NH2:15])[CH:10]=2)=[CH:5][CH:4]=1.[CH:18](=O)[CH2:19][CH2:20][CH2:21][CH3:22].C(O[BH-](OC(=O)C)OC(=O)C)(=O)C.[Na+].C(O)(=O)C. Product: [CH2:18]([NH:15][C:11]1[CH:10]=[C:9]([C:6]2[CH:5]=[CH:4][C:3]([C:2]([F:16])([F:17])[F:1])=[CH:8][CH:7]=2)[CH:14]=[CH:13][CH:12]=1)[CH2:19][CH2:20][CH2:21][CH3:22]. The catalyst class is: 2. (4) Reactant: [CH3:1][C:2]1([CH3:21])[O:7][C:6](=O)[NH:5][C:4]2[CH:9]=[CH:10][C:11]([C:13]3[CH:14]=[C:15]([CH:18]=[CH:19][CH:20]=3)[C:16]#[N:17])=[CH:12][C:3]1=2.COC1C=CC(P2(SP(C3C=CC(OC)=CC=3)(=S)S2)=[S:31])=CC=1.C(OCC)(=O)C. Product: [CH3:1][C:2]1([CH3:21])[O:7][C:6](=[S:31])[NH:5][C:4]2[CH:9]=[CH:10][C:11]([C:13]3[CH:14]=[C:15]([CH:18]=[CH:19][CH:20]=3)[C:16]#[N:17])=[CH:12][C:3]1=2. The catalyst class is: 673. (5) Product: [O:15]1[C:19]2[CH:20]=[CH:21][C:22]([CH:24]([C:2]3[CH:7]=[CH:6][C:5]([O:8][CH3:9])=[CH:4][CH:3]=3)[OH:25])=[CH:23][C:18]=2[O:17][CH2:16]1. Reactant: Br[C:2]1[CH:7]=[CH:6][C:5]([O:8][CH3:9])=[CH:4][CH:3]=1.C([Li])CCC.[O:15]1[C:19]2[CH:20]=[CH:21][C:22]([CH:24]=[O:25])=[CH:23][C:18]=2[O:17][CH2:16]1.C(O)(C)C. The catalyst class is: 20.